This data is from Full USPTO retrosynthesis dataset with 1.9M reactions from patents (1976-2016). The task is: Predict the reactants needed to synthesize the given product. (1) The reactants are: COC1C=CC(C[N:8]2[CH:12]=[C:11]([C:13]3[N:14]=[C:15]([NH:20][C:21]4[N:26]=[CH:25][C:24]([F:27])=[CH:23][N:22]=4)[S:16][C:17]=3[CH2:18]O)[C:10]([CH:28]([OH:31])[CH2:29][CH3:30])=[N:9]2)=CC=1. Given the product [CH2:29]([CH:28]1[C:10]2[C:11](=[CH:12][NH:8][N:9]=2)[C:13]2[N:14]=[C:15]([NH:20][C:21]3[N:22]=[CH:23][C:24]([F:27])=[CH:25][N:26]=3)[S:16][C:17]=2[CH2:18][O:31]1)[CH3:30], predict the reactants needed to synthesize it. (2) Given the product [OH:19][B:18]([OH:23])[C:2]1[S:1][C:5]2[CH:6]=[CH:7][C:8]([C:10]([OH:12])=[O:11])=[CH:9][C:4]=2[CH:3]=1, predict the reactants needed to synthesize it. The reactants are: [S:1]1[C:5]2[CH:6]=[CH:7][C:8]([C:10]([OH:12])=[O:11])=[CH:9][C:4]=2[CH:3]=[CH:2]1.[Li]C(C)(C)C.[B:18](OC(C)C)([O:23]C(C)C)[O:19]C(C)C.[Cl-].[NH4+].S([O-])(O)(=O)=O.[K+]. (3) The reactants are: B1(C=C)OB([CH:7]=[CH2:8])OB(C=C)O1.C1C=CN=CC=1.Br[C:20]1[C:21]([C:35]([NH:37][CH:38]2[CH2:42][CH2:41][CH2:40][CH2:39]2)=[O:36])=[N:22][O:23][C:24]=1[C:25]1[CH:30]=[CH:29][C:28]([C:31]([F:34])([F:33])[F:32])=[CH:27][CH:26]=1.C(=O)([O-])[O-].[K+].[K+]. Given the product [CH:38]1([NH:37][C:35]([C:21]2[C:20]([CH:7]=[CH2:8])=[C:24]([C:25]3[CH:30]=[CH:29][C:28]([C:31]([F:34])([F:33])[F:32])=[CH:27][CH:26]=3)[O:23][N:22]=2)=[O:36])[CH2:42][CH2:41][CH2:40][CH2:39]1, predict the reactants needed to synthesize it. (4) Given the product [CH:2]([C:3]1[CH:11]=[CH:10][C:8]([O:9][S:21]([C:20]([F:33])([F:32])[F:19])(=[O:23])=[O:22])=[C:5]([O:6][CH3:7])[CH:4]=1)=[O:1], predict the reactants needed to synthesize it. The reactants are: [O:1]=[CH:2][C:3]1[CH:11]=[CH:10][C:8]([OH:9])=[C:5]([O:6][CH3:7])[CH:4]=1.C(N(CC)CC)C.[F:19][C:20]([F:33])([F:32])[S:21](O[S:21]([C:20]([F:33])([F:32])[F:19])(=[O:23])=[O:22])(=[O:23])=[O:22]. (5) Given the product [O:1]1[C:6]2[CH:7]=[CH:8][C:9]([NH:11][C:27]([C:26]3[CH:29]=[CH:30][C:23]([F:22])=[CH:24][CH:25]=3)=[NH:28])=[CH:10][C:5]=2[O:4][CH2:3][CH2:2]1, predict the reactants needed to synthesize it. The reactants are: [O:1]1[C:6]2[CH:7]=[CH:8][C:9]([NH2:11])=[CH:10][C:5]=2[O:4][CH2:3][CH2:2]1.C[Si]([N-][Si](C)(C)C)(C)C.[Na+].[F:22][C:23]1[CH:30]=[CH:29][C:26]([C:27]#[N:28])=[CH:25][CH:24]=1.ClCCl. (6) Given the product [CH:1]([O:3][CH:4]=[CH2:5])=[CH2:2].[C:4]1([CH2:13][OH:12])[CH:5]=[CH:6][CH:7]=[C:8]([CH2:21][OH:23])[CH:9]=1, predict the reactants needed to synthesize it. The reactants are: [CH:1]([O:3][CH:4]1[CH2:9][CH2:8][CH2:7][CH2:6][CH2:5]1)=[CH2:2].C([O:12][CH2:13]C(CC)CCCC)=C.[CH:21]([O:23]CCOCCOC=C)=C.C1C2C(=CC3C(C=2CO)=CC=CC=3)C=CC=1.C(OCCCCOC=C)=C.C(OCC1(COC=C)CCCCC1)=C.C(OC(OC=C)CCCCCCCC)=C.C1(CO)C=CC=C(CO)C=1.[H-].[Al+3].[Li+].[H-].[H-].[H-].C(Cl)(=O)C1C=CC=C(C(Cl)=O)C=1. (7) Given the product [CH2:1]([O:3][C:4](=[O:31])[CH2:5][C:6]1[CH:11]=[C:10]([C:12]([F:15])([F:14])[F:13])[CH:9]=[C:8]([O:16][C:17]2[CH:22]=[CH:21][C:20]([NH:23][C:32](=[O:37])[C:33]([CH3:36])([CH3:35])[CH3:34])=[CH:19][C:18]=2[CH2:24][S:25][CH2:26][C:27]([F:29])([F:28])[F:30])[CH:7]=1)[CH3:2], predict the reactants needed to synthesize it. The reactants are: [CH2:1]([O:3][C:4](=[O:31])[CH2:5][C:6]1[CH:11]=[C:10]([C:12]([F:15])([F:14])[F:13])[CH:9]=[C:8]([O:16][C:17]2[CH:22]=[CH:21][C:20]([NH2:23])=[CH:19][C:18]=2[CH2:24][S:25][CH2:26][C:27]([F:30])([F:29])[F:28])[CH:7]=1)[CH3:2].[C:32](Cl)(=[O:37])[C:33]([CH3:36])([CH3:35])[CH3:34]. (8) Given the product [Cl:30][C:7]1[CH:6]=[C:5]([CH:10]=[CH:9][CH:8]=1)[O:4][C:3]1[C:2]([F:1])=[C:15]([CH2:16][C:17]2[CH:22]=[CH:21][C:20]([F:23])=[CH:19][CH:18]=2)[CH:14]=[CH:13][C:12]=1[O:24][CH3:25], predict the reactants needed to synthesize it. The reactants are: [F:1][C:2]1[C:15]([CH2:16][C:17]2[CH:22]=[CH:21][C:20]([F:23])=[CH:19][CH:18]=2)=[CH:14][CH:13]=[C:12]([O:24][CH3:25])[C:3]=1[O:4][C:5]1[CH:6]=[C:7](N)[CH:8]=[CH:9][CH:10]=1.N([O-])=O.[Na+].[ClH:30]. (9) Given the product [CH:8]1([CH2:11][O:12][C:13]2[C:14]([C:23]3[C:32]4[C:27](=[CH:28][CH:29]=[CH:30][CH:31]=4)[C:26](=[O:33])[N:25]([CH3:34])[CH:24]=3)=[N:15][C:16]([NH:7][S:4]([CH3:3])(=[O:6])=[O:5])=[N:17][CH:18]=2)[CH2:9][CH2:10]1, predict the reactants needed to synthesize it. The reactants are: [H-].[Na+].[CH3:3][S:4]([NH2:7])(=[O:6])=[O:5].[CH:8]1([CH2:11][O:12][C:13]2[C:14]([C:23]3[C:32]4[C:27](=[CH:28][CH:29]=[CH:30][CH:31]=4)[C:26](=[O:33])[N:25]([CH3:34])[CH:24]=3)=[N:15][C:16](S(C)(=O)=O)=[N:17][CH:18]=2)[CH2:10][CH2:9]1.C(O)(=O)C.